This data is from Forward reaction prediction with 1.9M reactions from USPTO patents (1976-2016). The task is: Predict the product of the given reaction. (1) Given the reactants [CH3:1][O:2][C:3]1[CH:11]=[CH:10][C:6]([C:7](Cl)=[O:8])=[CH:5][CH:4]=1.[C:12]1(=[O:19])[CH2:17][CH2:16][CH2:15][C:14](=[O:18])[CH2:13]1.C(N(CC)CC)C.C[Si](C#N)(C)C, predict the reaction product. The product is: [OH:19][C:12]1[CH2:17][CH2:16][CH2:15][C:14](=[O:18])[C:13]=1[C:7](=[O:8])[C:6]1[CH:10]=[CH:11][C:3]([O:2][CH3:1])=[CH:4][CH:5]=1. (2) The product is: [S:1]1[C:5]2[CH:6]=[CH:7][CH:8]=[CH:9][C:4]=2[N:3]=[C:2]1[NH:10][C:11]([C:13]1[CH:14]=[CH:15][CH:16]=[C:17]2[C:22]=1[CH2:21][N:20]([C:23]1[CH:24]=[CH:25][C:26]([C:32]3[CH:33]=[N:34][N:35]([CH2:38][C:39]4([O:47][CH3:48])[CH2:44][CH2:43][CH2:42][C:41]([CH3:45])([CH3:46])[CH2:40]4)[C:36]=3[CH3:37])=[C:27]([C:29](=[O:31])[NH:53][S:50]([CH3:49])(=[O:52])=[O:51])[N:28]=1)[CH2:19][CH2:18]2)=[O:12]. Given the reactants [S:1]1[C:5]2[CH:6]=[CH:7][CH:8]=[CH:9][C:4]=2[N:3]=[C:2]1[NH:10][C:11]([C:13]1[CH:14]=[CH:15][CH:16]=[C:17]2[C:22]=1[CH2:21][N:20]([C:23]1[N:28]=[C:27]([C:29]([OH:31])=O)[C:26]([C:32]3[CH:33]=[N:34][N:35]([CH2:38][C:39]4([O:47][CH3:48])[CH2:44][CH2:43][CH2:42][C:41]([CH3:46])([CH3:45])[CH2:40]4)[C:36]=3[CH3:37])=[CH:25][CH:24]=1)[CH2:19][CH2:18]2)=[O:12].[CH3:49][S:50]([NH2:53])(=[O:52])=[O:51].Cl.Cl.C(N=C=NCCCN(C)C)C, predict the reaction product. (3) Given the reactants C([O:3][C:4]([C:6]1([C:11]2[CH:16]=[CH:15][C:14]([C:17]3[CH:22]=[CH:21][C:20]([C:23]4[O:27][N:26]=[C:25]([CH3:28])[C:24]=4[NH:29][C:30]([O:32][C@@H:33]([C:35]4[CH:40]=[CH:39][CH:38]=[CH:37][CH:36]=4)[CH3:34])=[O:31])=[CH:19][CH:18]=3)=[CH:13][CH:12]=2)[CH2:10][CH2:9][CH2:8][CH2:7]1)=[O:5])C.[Li+].[OH-].CCOC(C)=O, predict the reaction product. The product is: [CH3:28][C:25]1[C:24]([NH:29][C:30]([O:32][C@@H:33]([C:35]2[CH:36]=[CH:37][CH:38]=[CH:39][CH:40]=2)[CH3:34])=[O:31])=[C:23]([C:20]2[CH:21]=[CH:22][C:17]([C:14]3[CH:13]=[CH:12][C:11]([C:6]4([C:4]([OH:5])=[O:3])[CH2:10][CH2:9][CH2:8][CH2:7]4)=[CH:16][CH:15]=3)=[CH:18][CH:19]=2)[O:27][N:26]=1. (4) Given the reactants [C:1]1([CH2:7][C:8]2[C:9]([C:14]([OH:16])=O)=[CH:10][CH:11]=[CH:12][CH:13]=2)[CH:6]=[CH:5][CH:4]=[CH:3][CH:2]=1.C(Cl)(=O)C(Cl)=O.Cl.CN.[CH:26]([N:29](CC)C(C)C)(C)C.C(=O)(O)[O-].[Na+], predict the reaction product. The product is: [CH3:26][NH:29][C:14](=[O:16])[C:9]1[CH:10]=[CH:11][CH:12]=[CH:13][C:8]=1[CH2:7][C:1]1[CH:6]=[CH:5][CH:4]=[CH:3][CH:2]=1. (5) Given the reactants Br[C:2]1[CH:3]=[C:4]([CH:10]=[CH:11][N:12]=1)[C:5]([O:7][CH2:8][CH3:9])=[O:6].[CH2:13]([O:20][CH2:21][CH2:22][OH:23])[C:14]1[CH:19]=[CH:18][CH:17]=[CH:16][CH:15]=1.CC(C)([O-])C.[K+].O, predict the reaction product. The product is: [CH2:13]([O:20][CH2:21][CH2:22][O:23][C:2]1[CH:3]=[C:4]([CH:10]=[CH:11][N:12]=1)[C:5]([O:7][CH2:8][CH3:9])=[O:6])[C:14]1[CH:19]=[CH:18][CH:17]=[CH:16][CH:15]=1. (6) The product is: [OH:4][C:5]1[C:10]2[CH:11]=[CH:12][O:13][C:9]=2[CH:8]=[C:7]([C:14]([O:16][CH2:17][CH3:18])=[O:15])[CH:6]=1. Given the reactants C([O:4][C:5]1[C:10]2[CH:11]=[CH:12][O:13][C:9]=2[CH:8]=[C:7]([C:14]([O:16][CH2:17][CH3:18])=[O:15])[CH:6]=1)(=O)C.C(=O)([O-])[O-].[K+].[K+].Cl, predict the reaction product. (7) Given the reactants Br[C:2]1[CH:29]=[CH:28][C:5]([CH2:6][CH:7]2[CH2:12][CH2:11][CH2:10][N:9]([C@H:13]3[CH2:18][CH2:17][C@H:16]([O:19][Si:20]([C:23]([CH3:26])([CH3:25])[CH3:24])([CH3:22])[CH3:21])[CH2:15][CH2:14]3)[C:8]2=[O:27])=[C:4]([Cl:30])[CH:3]=1.[N:31]1[CH:36]=[CH:35][CH:34]=[C:33](B(O)O)[CH:32]=1.C([O-])([O-])=O.[Na+].[Na+].C([O-])(O)=O.[Na+], predict the reaction product. The product is: [C:23]([Si:20]([CH3:21])([CH3:22])[O:19][C@H:16]1[CH2:17][CH2:18][C@H:13]([N:9]2[CH2:10][CH2:11][CH2:12][CH:7]([CH2:6][C:5]3[CH:28]=[CH:29][C:2]([C:33]4[CH:32]=[N:31][CH:36]=[CH:35][CH:34]=4)=[CH:3][C:4]=3[Cl:30])[C:8]2=[O:27])[CH2:14][CH2:15]1)([CH3:24])([CH3:26])[CH3:25]. (8) Given the reactants [Si:1]([O:18][CH2:19][CH2:20][CH:21]([C:30](=[N:41][O:42]C)[C:31]#[C:32][CH:33]1[CH2:36][CH:35]([CH2:37][CH:38]([CH3:40])[CH3:39])[CH2:34]1)[CH2:22][C:23]([O:25][C:26]([CH3:29])([CH3:28])[CH3:27])=[O:24])([C:14]([CH3:17])([CH3:16])[CH3:15])([C:8]1[CH:13]=[CH:12][CH:11]=[CH:10][CH:9]=1)[C:2]1[CH:7]=[CH:6][CH:5]=[CH:4][CH:3]=1.[I:44]I.S([O-])([O-])(=O)=S.[Na+].[Na+], predict the reaction product. The product is: [Si:1]([O:18][CH2:19][CH2:20][CH:21]([C:30]1[C:31]([I:44])=[C:32]([CH:33]2[CH2:36][CH:35]([CH2:37][CH:38]([CH3:39])[CH3:40])[CH2:34]2)[O:42][N:41]=1)[CH2:22][C:23]([O:25][C:26]([CH3:28])([CH3:27])[CH3:29])=[O:24])([C:14]([CH3:15])([CH3:17])[CH3:16])([C:8]1[CH:13]=[CH:12][CH:11]=[CH:10][CH:9]=1)[C:2]1[CH:7]=[CH:6][CH:5]=[CH:4][CH:3]=1.